Dataset: Forward reaction prediction with 1.9M reactions from USPTO patents (1976-2016). Task: Predict the product of the given reaction. (1) Given the reactants Br[C:2]1[CH:3]=[C:4]([C:8]([NH:10][C:11]2[CH:16]=[CH:15][CH:14]=[CH:13][CH:12]=2)=[O:9])[CH:5]=[N:6][CH:7]=1.[CH2:17]([C:19]1[CH:24]=[CH:23][C:22](B(O)O)=[CH:21][CH:20]=1)[CH3:18], predict the reaction product. The product is: [CH2:17]([C:19]1[CH:24]=[CH:23][C:22]([C:2]2[CH:3]=[C:4]([C:8]([NH:10][C:11]3[CH:16]=[CH:15][CH:14]=[CH:13][CH:12]=3)=[O:9])[CH:5]=[N:6][CH:7]=2)=[CH:21][CH:20]=1)[CH3:18]. (2) The product is: [F:16][C:17]1[CH:18]=[C:19]([CH:23]=[CH:24][CH:25]=1)[C:20]([N:11]=[C:9]1[N:8]([CH:27]([CH2:32][CH3:33])[C:28]([OH:30])=[O:29])[C:7]2[CH:12]=[CH:13][C:4]([O:3][C:2]([F:1])([F:14])[F:15])=[CH:5][C:6]=2[S:10]1)=[O:21]. Given the reactants [F:1][C:2]([F:15])([F:14])[O:3][C:4]1[CH:13]=[CH:12][C:7]2[N:8]=[C:9]([NH2:11])[S:10][C:6]=2[CH:5]=1.[F:16][C:17]1[CH:18]=[C:19]([CH:23]=[CH:24][CH:25]=1)[C:20](Cl)=[O:21].Br[CH:27]([CH2:32][CH3:33])[C:28]([O:30]C)=[O:29].COC1C=CC2N=C(N)SC=2C=1.ClC1C=C(C=CC=1)C(Cl)=O.BrCC(OCC)=O, predict the reaction product. (3) Given the reactants [C:1]1([N:7]2[CH2:12][CH2:11][N:10]([C:13]([NH:15]C(=O)OCC)=[S:14])[CH2:9][CH2:8]2)[CH:6]=[CH:5][CH:4]=[CH:3][CH:2]=1.Cl.[OH-].[Na+], predict the reaction product. The product is: [C:1]1([N:7]2[CH2:8][CH2:9][N:10]([C:13](=[S:14])[NH2:15])[CH2:11][CH2:12]2)[CH:6]=[CH:5][CH:4]=[CH:3][CH:2]=1.